From a dataset of Catalyst prediction with 721,799 reactions and 888 catalyst types from USPTO. Predict which catalyst facilitates the given reaction. (1) Product: [CH3:42][CH:40]([C:43]1[CH:48]=[C:47]([CH:49]([CH3:50])[CH3:51])[CH:46]=[C:45]([CH:52]([CH3:54])[CH3:53])[C:44]=1[S:55]([O:62][CH2:63][CH3:64])(=[O:56])=[O:57])[CH3:41]. The catalyst class is: 112. Reactant: FC1C(NC2C=CC(I)=CC=2F)=C(C(N2CC(C(O)CC3OCCO3)(O)C2)=O)C=CC=1F.C(N(CC)CC)C.[CH:40]([C:43]1[CH:48]=[C:47]([CH:49]([CH3:51])[CH3:50])[CH:46]=[C:45]([CH:52]([CH3:54])[CH3:53])[C:44]=1[S:55](Cl)(=[O:57])=[O:56])([CH3:42])[CH3:41].C([O:62][CH2:63][CH3:64])(=O)C. (2) Reactant: [CH2:1]([O:8][CH2:9][CH:10](Br)[C:11]([C:13]1[C:22]2[C:17](=[CH:18][CH:19]=[CH:20][CH:21]=2)[CH:16]=[CH:15][CH:14]=1)=O)C1C=CC=CC=1.[NH:24]1[CH2:28][CH2:27][NH:26][C:25]1=[S:29].CO. Product: [CH3:1][O:8][CH2:9][C:10]1[S:29][C:25]2=[N:24][CH2:28][CH2:27][N:26]2[C:11]=1[C:13]1[C:22]2[C:17](=[CH:18][CH:19]=[CH:20][CH:21]=2)[CH:16]=[CH:15][CH:14]=1. The catalyst class is: 52.